This data is from Reaction yield outcomes from USPTO patents with 853,638 reactions. The task is: Predict the reaction yield, written as a fraction of the theoretical maximum amount of product (1.0 means a 100% yield; for example, 0.34 means a 34% yield). (1) The reactants are [CH2:1]([C:7]1([CH2:20][CH2:21][CH2:22][CH2:23][CH2:24][CH3:25])[C:19]2[CH:18]=[CH:17][CH:16]=[CH:15][C:14]=2[C:13]2[C:8]1=[CH:9][CH:10]=[CH:11][CH:12]=2)[CH2:2][CH2:3][CH2:4][CH2:5][CH3:6].Br[C:27]([CH3:32])([CH3:31])[C:28](Br)=[O:29].[Cl-].[Cl-].[Cl-].[Al+3]. The catalyst is C(=S)=S. The product is [CH2:20]([C:7]1([CH2:1][CH2:2][CH2:3][CH2:4][CH2:5][CH3:6])[C:19]2[CH:18]=[C:17]3[C:28](=[O:29])[CH:27]([CH3:32])[CH2:31][C:16]3=[CH:15][C:14]=2[C:13]2[C:8]1=[CH:9][CH:10]=[CH:11][CH:12]=2)[CH2:21][CH2:22][CH2:23][CH2:24][CH3:25]. The yield is 0.936. (2) The reactants are [NH2:1][C:2]1[CH:7]=[C:6]([C:8]#[N:9])[CH:5]=[CH:4][N:3]=1.[Cl:10]N1C(=O)CCC1=O.C(=O)([O-])O.[Na+]. The catalyst is CN(C=O)C.C(Cl)(Cl)Cl.CO.CCCCCCC.C(OCC)(=O)C. The product is [NH2:1][C:2]1[CH:7]=[C:6]([C:8]#[N:9])[C:5]([Cl:10])=[CH:4][N:3]=1. The yield is 0.600. (3) The reactants are C([O:3][C:4]([C:6]1[CH:7]=[N:8][C:9]2[C:14]([CH:15]=1)=[CH:13][CH:12]=[C:11]([NH:16][C:17]([C:19]1[C:20]([C:25]3[CH:30]=[CH:29][C:28]([C:31]([F:34])([F:33])[F:32])=[CH:27][CH:26]=3)=[CH:21][CH:22]=[CH:23][CH:24]=1)=[O:18])[CH:10]=2)=[O:5])C.[OH-].[Na+]. The catalyst is CO.C1COCC1. The product is [F:34][C:31]([F:32])([F:33])[C:28]1[CH:27]=[CH:26][C:25]([C:20]2[C:19]([C:17]([NH:16][C:11]3[CH:10]=[C:9]4[C:14]([CH:15]=[C:6]([C:4]([OH:5])=[O:3])[CH:7]=[N:8]4)=[CH:13][CH:12]=3)=[O:18])=[CH:24][CH:23]=[CH:22][CH:21]=2)=[CH:30][CH:29]=1. The yield is 0.570.